This data is from Catalyst prediction with 721,799 reactions and 888 catalyst types from USPTO. The task is: Predict which catalyst facilitates the given reaction. (1) Reactant: C([O:4][C:5]1[CH:13]=[CH:12][C:11]([Cl:14])=[CH:10][C:6]=1[C:7](Cl)=[O:8])(=O)C.C(N(CC)CC)C.[NH2:22][C:23]1[CH:28]=[CH:27][N:26]=[CH:25][C:24]=1[Cl:29]. Product: [Cl:14][C:11]1[CH:12]=[CH:13][C:5]([OH:4])=[C:6]([CH:10]=1)[C:7]([NH:22][C:23]1[CH:28]=[CH:27][N:26]=[CH:25][C:24]=1[Cl:29])=[O:8]. The catalyst class is: 22. (2) Reactant: [NH:1]1[CH2:5][CH2:4][CH2:3][C:2]1=O.[C:7]([NH:15][NH2:16])(=O)[C:8]1[CH:13]=[CH:12][N:11]=[CH:10][CH:9]=1. Product: [N:11]1[CH:12]=[CH:13][C:8]([C:7]2[N:1]3[CH2:5][CH2:4][CH2:3][C:2]3=[N:16][N:15]=2)=[CH:9][CH:10]=1. The catalyst class is: 2.